From a dataset of Full USPTO retrosynthesis dataset with 1.9M reactions from patents (1976-2016). Predict the reactants needed to synthesize the given product. (1) Given the product [F:1][C:2]1[CH:7]=[CH:6][C:5]([N:8]2[CH2:23][CH2:22][C:11]3[NH:12][C:13]4[CH:14]=[CH:15][C:16]([C:19]([NH:63][CH:60]5[CH2:59][CH2:58][N:57]([CH2:56][C:52]6[CH:51]=[N:50][CH:55]=[CH:54][CH:53]=6)[CH2:62][CH2:61]5)=[O:21])=[CH:17][C:18]=4[C:10]=3[CH2:9]2)=[CH:4][CH:3]=1, predict the reactants needed to synthesize it. The reactants are: [F:1][C:2]1[CH:7]=[CH:6][C:5]([N:8]2[CH2:23][CH2:22][C:11]3[NH:12][C:13]4[CH:14]=[CH:15][C:16]([C:19]([OH:21])=O)=[CH:17][C:18]=4[C:10]=3[CH2:9]2)=[CH:4][CH:3]=1.CN(C(ON1N=NC2C=CC=NC1=2)=[N+](C)C)C.F[P-](F)(F)(F)(F)F.Cl.Cl.[N:50]1[CH:55]=[CH:54][CH:53]=[C:52]([CH2:56][N:57]2[CH2:62][CH2:61][CH:60]([NH2:63])[CH2:59][CH2:58]2)[CH:51]=1.C(N(CC)CC)C.C(=O)(O)[O-].[Na+]. (2) Given the product [CH2:26]([N:18]1[C:17]([C:14]2[CH:15]=[CH:16][C:11]([O:10][C:2]3[N:1]([CH3:30])[C:5]4[CH:6]=[CH:7][CH:8]=[CH:9][C:4]=4[N:3]=3)=[CH:12][CH:13]=2)=[C:21]2[N:22]=[CH:23][CH:24]=[CH:25][C:20]2=[N:19]1)[CH3:27], predict the reactants needed to synthesize it. The reactants are: [NH:1]1[C:5]2[CH:6]=[CH:7][CH:8]=[CH:9][C:4]=2[N:3]=[C:2]1[O:10][C:11]1[CH:16]=[CH:15][C:14]([C:17]2[N:18]([CH2:26][CH3:27])[N:19]=[C:20]3[CH:25]=[CH:24][CH:23]=[N:22][C:21]=23)=[CH:13][CH:12]=1.IC.[C:30](=O)([O-])[O-].[Cs+].[Cs+].CN(C=O)C.